This data is from NCI-60 drug combinations with 297,098 pairs across 59 cell lines. The task is: Regression. Given two drug SMILES strings and cell line genomic features, predict the synergy score measuring deviation from expected non-interaction effect. (1) Drug 1: COC1=CC(=CC(=C1O)OC)C2C3C(COC3=O)C(C4=CC5=C(C=C24)OCO5)OC6C(C(C7C(O6)COC(O7)C8=CC=CS8)O)O. Drug 2: C1=CN(C(=O)N=C1N)C2C(C(C(O2)CO)O)O.Cl. Cell line: OVCAR3. Synergy scores: CSS=40.5, Synergy_ZIP=-5.86, Synergy_Bliss=0.397, Synergy_Loewe=-2.20, Synergy_HSA=4.18. (2) Drug 1: C1=CC=C(C(=C1)C(C2=CC=C(C=C2)Cl)C(Cl)Cl)Cl. Drug 2: C(CCl)NC(=O)N(CCCl)N=O. Cell line: SN12C. Synergy scores: CSS=3.45, Synergy_ZIP=-1.50, Synergy_Bliss=0.0567, Synergy_Loewe=0.269, Synergy_HSA=0.821. (3) Drug 1: CC1=C(C(=CC=C1)Cl)NC(=O)C2=CN=C(S2)NC3=CC(=NC(=N3)C)N4CCN(CC4)CCO. Drug 2: CS(=O)(=O)CCNCC1=CC=C(O1)C2=CC3=C(C=C2)N=CN=C3NC4=CC(=C(C=C4)OCC5=CC(=CC=C5)F)Cl. Cell line: A498. Synergy scores: CSS=5.09, Synergy_ZIP=-3.87, Synergy_Bliss=1.75, Synergy_Loewe=1.79, Synergy_HSA=1.75.